Predict the reactants needed to synthesize the given product. From a dataset of Full USPTO retrosynthesis dataset with 1.9M reactions from patents (1976-2016). (1) Given the product [CH2:20]([C:22]1[CH:27]=[CH:26][C:25]([C:28]2[CH:33]=[CH:32][C:31]([C:34]([N:7]3[CH2:6][CH2:5][C:4]4[C:9](=[C:10]([N:13]5[CH2:14][CH2:15][N:16]([CH3:19])[CH2:17][CH2:18]5)[CH:11]=[CH:12][C:3]=4[O:2][CH3:1])[CH2:8]3)=[O:35])=[CH:30][CH:29]=2)=[CH:24][CH:23]=1)[CH3:21], predict the reactants needed to synthesize it. The reactants are: [CH3:1][O:2][C:3]1[CH:12]=[CH:11][C:10]([N:13]2[CH2:18][CH2:17][N:16]([CH3:19])[CH2:15][CH2:14]2)=[C:9]2[C:4]=1[CH2:5][CH2:6][NH:7][CH2:8]2.[CH2:20]([C:22]1[CH:27]=[CH:26][C:25]([C:28]2[CH:33]=[CH:32][C:31]([C:34](O)=[O:35])=[CH:30][CH:29]=2)=[CH:24][CH:23]=1)[CH3:21]. (2) Given the product [C:41]([O:40][C:38]([N:8]1[CH2:16][CH:15]2[CH:10]([C:11](=[O:29])[N:12]([C:17]3[CH:22]=[CH:21][C:20]([O:23][CH2:24][C:25]([F:28])([F:27])[F:26])=[CH:19][CH:18]=3)[CH2:13][CH2:14]2)[CH2:9]1)=[O:39])([CH3:42])([CH3:43])[CH3:44], predict the reactants needed to synthesize it. The reactants are: C([N:8]1[CH2:16][CH:15]2[CH:10]([C:11](=[O:29])[N:12]([C:17]3[CH:22]=[CH:21][C:20]([O:23][CH2:24][C:25]([F:28])([F:27])[F:26])=[CH:19][CH:18]=3)[CH2:13][CH2:14]2)[CH2:9]1)C1C=CC=CC=1.[CH3:42][C:41]([O:40][C:38](O[C:38]([O:40][C:41]([CH3:44])([CH3:43])[CH3:42])=[O:39])=[O:39])([CH3:44])[CH3:43]. (3) The reactants are: [CH3:1][C:2]1[S:3][C:4]([C:10]2[CH:11]=[C:12]([CH3:16])[CH:13]=[CH:14][CH:15]=2)=[C:5]([C:7]([OH:9])=O)[N:6]=1.[NH:17]1[CH2:22][CH2:21][CH2:20][C@@H:19]([NH:23][C:24]([C:26]2[N:33]3[C:29]([S:30][CH:31]=[CH:32]3)=[N:28][C:27]=2[CH3:34])=[O:25])[CH2:18]1. Given the product [CH3:1][C:2]1[S:3][C:4]([C:10]2[CH:11]=[C:12]([CH3:16])[CH:13]=[CH:14][CH:15]=2)=[C:5]([C:7]([N:17]2[CH2:22][CH2:21][CH2:20][C@@H:19]([NH:23][C:24]([C:26]3[N:33]4[C:29]([S:30][CH:31]=[CH:32]4)=[N:28][C:27]=3[CH3:34])=[O:25])[CH2:18]2)=[O:9])[N:6]=1, predict the reactants needed to synthesize it. (4) Given the product [NH2:1][C:2]1[N:7]=[C:6]([NH:8][C:9]2[CH:24]=[CH:23][C:12]([O:13][C:14]3[CH:19]=[CH:18][N:17]=[C:16]([C:20]([NH:35][CH2:34][CH2:33][O:32][CH3:31])=[O:22])[CH:15]=3)=[CH:11][CH:10]=2)[CH:5]=[C:4]([C:25]2[CH:30]=[CH:29][CH:28]=[CH:27][CH:26]=2)[N:3]=1, predict the reactants needed to synthesize it. The reactants are: [NH2:1][C:2]1[N:7]=[C:6]([NH:8][C:9]2[CH:24]=[CH:23][C:12]([O:13][C:14]3[CH:19]=[CH:18][N:17]=[C:16]([C:20]([OH:22])=O)[CH:15]=3)=[CH:11][CH:10]=2)[CH:5]=[C:4]([C:25]2[CH:30]=[CH:29][CH:28]=[CH:27][CH:26]=2)[N:3]=1.[CH3:31][O:32][CH2:33][CH2:34][NH2:35]. (5) Given the product [CH:6]1([CH2:5][C@H:4]([N:12]2[CH2:16][C:15]([O:17][C:18]3[CH:23]=[CH:22][CH:21]=[C:20]([O:24][CH3:25])[C:19]=3[O:26][CH3:27])=[CH:14][C:13]2=[O:28])[C:3]([OH:29])=[O:2])[CH2:11][CH2:10][CH2:9][CH2:8][CH2:7]1, predict the reactants needed to synthesize it. The reactants are: C[O:2][C:3](=[O:29])[C@@H:4]([N:12]1[CH2:16][C:15]([O:17][C:18]2[CH:23]=[CH:22][CH:21]=[C:20]([O:24][CH3:25])[C:19]=2[O:26][CH3:27])=[CH:14][C:13]1=[O:28])[CH2:5][CH:6]1[CH2:11][CH2:10][CH2:9][CH2:8][CH2:7]1.[OH-].[Li+]. (6) Given the product [CH3:15][Si:16]([CH3:18])([CH3:17])[C:19]#[C:20][C:3]1[C:4]2[CH2:5][C:6]3[C:11](=[CH:10][CH:9]=[CH:8][CH:7]=3)[C:12]=2[CH:13]=[CH:14][CH:2]=1, predict the reactants needed to synthesize it. The reactants are: I[C:2]1[CH:14]=[CH:13][C:12]2[C:11]3[C:6](=[CH:7][CH:8]=[CH:9][CH:10]=3)[CH2:5][C:4]=2[CH:3]=1.[CH3:15][Si:16]([C:19]#[CH:20])([CH3:18])[CH3:17]. (7) Given the product [Cl:3][C:19]1[C:14]2[S:13][C:12]([NH2:11])=[N:31][C:15]=2[N:16]=[C:17]([S:21][C@H:22]([C:24]2[CH:29]=[CH:28][CH:27]=[CH:26][C:25]=2[F:30])[CH3:23])[N:18]=1, predict the reactants needed to synthesize it. The reactants are: O=P(Cl)(Cl)[Cl:3].CN(C=O)C.[NH2:11][C:12]1[S:13][C:14]2[C:19](O)=[N:18][C:17]([S:21][C@H:22]([C:24]3[CH:29]=[CH:28][CH:27]=[CH:26][C:25]=3[F:30])[CH3:23])=[N:16][C:15]=2[N:31]=1.O.